This data is from Reaction yield outcomes from USPTO patents with 853,638 reactions. The task is: Predict the reaction yield, written as a fraction of the theoretical maximum amount of product (1.0 means a 100% yield; for example, 0.34 means a 34% yield). The reactants are Br[C:2]1[CH:7]=[CH:6][C:5]([O:8][CH3:9])=[CH:4][C:3]=1[CH:10]1[O:14][CH2:13][CH2:12][O:11]1.[C:15]([N:19]1[C@H:23]([C:24]2[CH:29]=[CH:28][CH:27]=[CH:26][CH:25]=2)[CH2:22][O:21][C:20]1=[O:30])(=[O:18])[CH:16]=[CH2:17].C1(C)C=CC=CC=1P(C1C=CC=CC=1C)C1C=CC=CC=1C. The catalyst is C(N(CC)CC)C.C([O-])(=O)C.[Pd+2].C([O-])(=O)C. The product is [O:11]1[CH2:12][CH2:13][O:14][CH:10]1[C:3]1[CH:4]=[C:5]([O:8][CH3:9])[CH:6]=[CH:7][C:2]=1/[CH:17]=[CH:16]/[C:15]([N:19]1[C@H:23]([C:24]2[CH:29]=[CH:28][CH:27]=[CH:26][CH:25]=2)[CH2:22][O:21][C:20]1=[O:30])=[O:18]. The yield is 0.810.